From a dataset of Full USPTO retrosynthesis dataset with 1.9M reactions from patents (1976-2016). Predict the reactants needed to synthesize the given product. (1) The reactants are: C(Cl)Cl.[Cl:4][C:5]1[CH:10]=[CH:9][C:8]([I:11])=[CH:7][C:6]=1[CH2:12][OH:13].C1C=C[NH+]=CC=1.[O-][Cr](Cl)(=O)=O. Given the product [Cl:4][C:5]1[CH:10]=[CH:9][C:8]([I:11])=[CH:7][C:6]=1[CH:12]=[O:13], predict the reactants needed to synthesize it. (2) Given the product [CH2:1]([O:8][C:9]1[C:14]([CH3:15])=[CH:13][CH:12]=[CH:11][C:10]=1[CH:16]=[O:17])[C:2]1[CH:3]=[CH:4][CH:5]=[CH:6][CH:7]=1, predict the reactants needed to synthesize it. The reactants are: [CH2:1]([O:8][C:9]1[C:14]([CH3:15])=[CH:13][CH:12]=[CH:11][C:10]=1[CH2:16][OH:17])[C:2]1[CH:7]=[CH:6][CH:5]=[CH:4][CH:3]=1.CS(C)=O.I(C1C=CC=CC=1C(O)=O)(=O)=O. (3) Given the product [Cl:11][C:8]([C:3]1[CH:4]=[N:5][CH:6]=[CH:7][C:2]=1[Cl:1])=[N:9][OH:10], predict the reactants needed to synthesize it. The reactants are: [Cl:1][C:2]1[CH:7]=[CH:6][N:5]=[CH:4][C:3]=1[CH:8]=[N:9][OH:10].[Cl:11]N1C(=O)CCC1=O.O. (4) Given the product [Cl:1][C:2]1[N:3]=[C:4]([C:9]([NH:11][CH:12]2[CH2:15][N:14]([C:16]3[CH:17]=[C:18]([CH:24]=[CH:25][CH:26]=3)[C:19]([OH:21])=[O:20])[CH2:13]2)=[O:10])[NH:5][C:6]=1[CH2:7][CH3:8], predict the reactants needed to synthesize it. The reactants are: [Cl:1][C:2]1[N:3]=[C:4]([C:9]([NH:11][CH:12]2[CH2:15][N:14]([C:16]3[CH:17]=[C:18]([CH:24]=[CH:25][CH:26]=3)[C:19]([O:21]CC)=[O:20])[CH2:13]2)=[O:10])[NH:5][C:6]=1[CH2:7][CH3:8].[OH-].[Li+].O. (5) Given the product [CH2:19]([O:21][C:22]1[CH:23]=[C:24]([S:28][CH:6]2[CH2:7][CH2:8][N:9]([C:12]([O:14][C:15]([CH3:16])([CH3:17])[CH3:18])=[O:13])[CH2:10][CH2:11]2)[CH:25]=[CH:26][CH:27]=1)[CH3:20], predict the reactants needed to synthesize it. The reactants are: CS(O[CH:6]1[CH2:11][CH2:10][N:9]([C:12]([O:14][C:15]([CH3:18])([CH3:17])[CH3:16])=[O:13])[CH2:8][CH2:7]1)(=O)=O.[CH2:19]([O:21][C:22]1[CH:23]=[C:24]([SH:28])[CH:25]=[CH:26][CH:27]=1)[CH3:20].